The task is: Predict the reactants needed to synthesize the given product.. This data is from Full USPTO retrosynthesis dataset with 1.9M reactions from patents (1976-2016). Given the product [F:1][C:2]1[C:3]([O:24][CH3:25])=[C:4]([C:18]2[CH:19]=[N:20][CH:21]=[CH:22][CH:23]=2)[CH:5]=[C:6]([NH:8][C:9]([N:33]2[C:34]3[C:30](=[CH:29][C:28]([O:27][CH3:26])=[C:36]([C:37]([F:39])([F:40])[F:38])[CH:35]=3)[CH2:31][CH2:32]2)=[O:17])[CH:7]=1, predict the reactants needed to synthesize it. The reactants are: [F:1][C:2]1[C:3]([O:24][CH3:25])=[C:4]([C:18]2[CH:19]=[N:20][CH:21]=[CH:22][CH:23]=2)[CH:5]=[C:6]([NH:8][C:9](=[O:17])OC2C=CC=CC=2)[CH:7]=1.[CH3:26][O:27][C:28]1[CH:29]=[C:30]2[C:34](=[CH:35][C:36]=1[C:37]([F:40])([F:39])[F:38])[NH:33][CH2:32][CH2:31]2.